From a dataset of Catalyst prediction with 721,799 reactions and 888 catalyst types from USPTO. Predict which catalyst facilitates the given reaction. Reactant: [CH3:1][C:2]1([NH:8][C:9]([C:11]2[C:12]3[C:26]([CH3:27])=[N:25][N:24](C4CCCCO4)[C:13]=3[N:14]=[C:15]([C:17]3[CH:22]=[CH:21][C:20]([OH:23])=[CH:19][CH:18]=3)[CH:16]=2)=[O:10])[CH2:7][CH2:6][NH:5][CH2:4][CH2:3]1.Cl. Product: [CH3:1][C:2]1([NH:8][C:9]([C:11]2[C:12]3[C:26]([CH3:27])=[N:25][NH:24][C:13]=3[N:14]=[C:15]([C:17]3[CH:22]=[CH:21][C:20]([OH:23])=[CH:19][CH:18]=3)[CH:16]=2)=[O:10])[CH2:7][CH2:6][NH:5][CH2:4][CH2:3]1. The catalyst class is: 1.